This data is from Full USPTO retrosynthesis dataset with 1.9M reactions from patents (1976-2016). The task is: Predict the reactants needed to synthesize the given product. Given the product [NH2:32][C:25]1[CH:26]=[C:27]([CH:30]=[CH:31][C:24]=1[N:6]1[C:7]2[C:12](=[C:11]([N:13]3[CH:17]=[C:16]([C:18]4[CH:19]=[N:20][CH:21]=[CH:22][CH:23]=4)[N:15]=[CH:14]3)[CH:10]=[CH:9][CH:8]=2)[C:4]([CH:1]([CH3:3])[CH3:2])=[N:5]1)[C:28]#[N:29], predict the reactants needed to synthesize it. The reactants are: [CH:1]([C:4]1[C:12]2[C:7](=[CH:8][CH:9]=[CH:10][C:11]=2[N:13]2[CH:17]=[C:16]([C:18]3[CH:19]=[N:20][CH:21]=[CH:22][CH:23]=3)[N:15]=[CH:14]2)[N:6]([C:24]2[CH:31]=[CH:30][C:27]([C:28]#[N:29])=[CH:26][C:25]=2[N+:32]([O-])=O)[N:5]=1)([CH3:3])[CH3:2].[Cl-].[NH4+].